This data is from Forward reaction prediction with 1.9M reactions from USPTO patents (1976-2016). The task is: Predict the product of the given reaction. (1) Given the reactants [Cl:1][C:2]1[S:6][C:5]([S:7]([N:10]([CH2:16][CH3:17])[C:11](=[CH2:15])[C:12]([OH:14])=O)(=[O:9])=[O:8])=[CH:4][CH:3]=1.CCOC(OC(OCC)=O)=O.[F:29][C:30]([F:46])([F:45])[C:31]1[CH:36]=[CH:35][C:34]([C:37]2[CH:42]=[C:41]([CH2:43][NH2:44])[CH:40]=[CH:39][N:38]=2)=[CH:33][CH:32]=1, predict the reaction product. The product is: [Cl:1][C:2]1[S:6][C:5]([S:7]([N:10]([CH2:16][CH3:17])[C:11](=[CH2:15])[C:12]([NH:44][CH2:43][C:41]2[CH:40]=[CH:39][N:38]=[C:37]([C:34]3[CH:35]=[CH:36][C:31]([C:30]([F:46])([F:29])[F:45])=[CH:32][CH:33]=3)[CH:42]=2)=[O:14])(=[O:8])=[O:9])=[CH:4][CH:3]=1. (2) Given the reactants CO[C:3]1[CH:4]=[C:5]([NH:11][CH2:12][CH2:13][C:14]2[CH:19]=[CH:18][C:17]([O:20][CH3:21])=[C:16]([O:22][CH3:23])[CH:15]=2)[CH:6]=[CH:7][C:8]=1[O:9][CH3:10].C(OC([NH:31][CH:32]([C:36]1[CH:41]=[CH:40][CH:39]=[CH:38][CH:37]=1)[C:33](O)=[O:34])=O)(C)(C)C, predict the reaction product. The product is: [NH2:31][CH:32]([C:36]1[CH:41]=[CH:40][CH:39]=[CH:38][CH:37]=1)[C:33]([N:11]([CH2:12][CH2:13][C:14]1[CH:19]=[CH:18][C:17]([O:20][CH3:21])=[C:16]([O:22][CH3:23])[CH:15]=1)[C:5]1[CH:4]=[CH:3][C:8]([O:9][CH3:10])=[CH:7][CH:6]=1)=[O:34]. (3) Given the reactants [C:1]([O:5][C:6](=[O:28])[NH:7][C:8]1[CH:13]=[CH:12][C:11]([C:14]2[CH:19]=[CH:18][C:17]([O:20][C:21]([F:24])([F:23])[F:22])=[CH:16][CH:15]=2)=[CH:10][C:9]=1[N+:25]([O-])=O)([CH3:4])([CH3:3])[CH3:2], predict the reaction product. The product is: [C:1]([O:5][C:6](=[O:28])[NH:7][C:8]1[CH:13]=[CH:12][C:11]([C:14]2[CH:19]=[CH:18][C:17]([O:20][C:21]([F:24])([F:23])[F:22])=[CH:16][CH:15]=2)=[CH:10][C:9]=1[NH2:25])([CH3:4])([CH3:2])[CH3:3]. (4) Given the reactants Cl[C:2]1[CH:7]=[C:6]([O:8][CH:9]([CH3:11])[CH3:10])[C:5]([N+:12]([O-:14])=[O:13])=[CH:4][C:3]=1[CH3:15].[B:16]1([B:16]2[O:20][C:19]([CH3:22])([CH3:21])[C:18]([CH3:24])([CH3:23])[O:17]2)[O:20][C:19]([CH3:22])([CH3:21])[C:18]([CH3:24])([CH3:23])[O:17]1.C1(P(C2CCCCC2)C2CCCCC2)CCCCC1.CC([O-])=O.[K+], predict the reaction product. The product is: [CH3:15][C:3]1[CH:4]=[C:5]([N+:12]([O-:14])=[O:13])[C:6]([O:8][CH:9]([CH3:11])[CH3:10])=[CH:7][C:2]=1[B:16]1[O:20][C:19]([CH3:22])([CH3:21])[C:18]([CH3:24])([CH3:23])[O:17]1. (5) Given the reactants C[O:2][C:3](=O)[C:4]([CH3:23])([C:6]1[N:7]=[C:8]([C:13]2[CH:18]=[CH:17][C:16]([C:19]([F:22])([F:21])[F:20])=[CH:15][CH:14]=2)[S:9][C:10]=1[CH2:11][CH3:12])[CH3:5].[H-].[Al+3].[Li+].[H-].[H-].[H-], predict the reaction product. The product is: [CH3:5][C:4]([C:6]1[N:7]=[C:8]([C:13]2[CH:14]=[CH:15][C:16]([C:19]([F:20])([F:22])[F:21])=[CH:17][CH:18]=2)[S:9][C:10]=1[CH2:11][CH3:12])([CH3:23])[CH2:3][OH:2].